The task is: Predict which catalyst facilitates the given reaction.. This data is from Catalyst prediction with 721,799 reactions and 888 catalyst types from USPTO. Reactant: [CH2:1]([N:8]([CH:20]1[CH2:26][CH2:25][CH2:24][C:23]2[CH:27]=[CH:28][C:29]([O:31][CH2:32][C:33]3[CH:38]=[CH:37][CH:36]=[CH:35][CH:34]=3)=[CH:30][C:22]=2[CH2:21]1)[CH2:9][C@H:10]([OH:19])[CH2:11][O:12][C:13]1[CH:18]=[CH:17][CH:16]=[CH:15][CH:14]=1)[C:2]1[CH:7]=[CH:6][CH:5]=[CH:4][CH:3]=1.Cl[Si:40]([CH2:45][CH3:46])([CH2:43][CH3:44])[CH2:41][CH3:42].N1C=CN=C1.O. Product: [CH2:1]([N:8]([CH2:9][C@H:10]([O:19][Si:40]([CH2:45][CH3:46])([CH2:43][CH3:44])[CH2:41][CH3:42])[CH2:11][O:12][C:13]1[CH:18]=[CH:17][CH:16]=[CH:15][CH:14]=1)[CH:20]1[CH2:26][CH2:25][CH2:24][C:23]2[CH:27]=[CH:28][C:29]([O:31][CH2:32][C:33]3[CH:34]=[CH:35][CH:36]=[CH:37][CH:38]=3)=[CH:30][C:22]=2[CH2:21]1)[C:2]1[CH:7]=[CH:6][CH:5]=[CH:4][CH:3]=1. The catalyst class is: 468.